From a dataset of Forward reaction prediction with 1.9M reactions from USPTO patents (1976-2016). Predict the product of the given reaction. (1) Given the reactants [CH2:1]([SnH:5]([CH2:10][CH2:11][CH2:12][CH3:13])[CH2:6][CH2:7][CH2:8][CH3:9])[CH2:2][CH2:3][CH3:4].[C:14]1([C:20]#[CH:21])[CH:19]=[CH:18][CH:17]=[CH:16][CH:15]=1, predict the reaction product. The product is: [CH2:10]([Sn:5]([CH2:1][CH2:2][CH2:3][CH3:4])([CH2:6][CH2:7][CH2:8][CH3:9])/[CH:21]=[CH:20]/[C:14]1[CH:19]=[CH:18][CH:17]=[CH:16][CH:15]=1)[CH2:11][CH2:12][CH3:13]. (2) Given the reactants B(Br)(Br)Br.[F:5][C:6]1[C:13]([O:14]C)=[C:12]([F:16])[CH:11]=[CH:10][C:7]=1[CH:8]=[O:9], predict the reaction product. The product is: [F:5][C:6]1[C:13]([OH:14])=[C:12]([F:16])[CH:11]=[CH:10][C:7]=1[CH:8]=[O:9]. (3) Given the reactants [CH:1]1([NH:6][C:7]([C:9]2([CH2:22][CH2:23][CH2:24][CH2:25]Br)[C:21]3[CH:20]=[CH:19][CH:18]=[CH:17][C:16]=3[C:15]3[C:10]2=[CH:11][CH:12]=[CH:13][CH:14]=3)=[O:8])[CH2:5][CH2:4][CH2:3][CH2:2]1.[C:27]1([CH2:33][C:34]([N:36]2[CH2:41][CH2:40][NH:39][CH2:38][CH2:37]2)=[O:35])[CH:32]=[CH:31][CH:30]=[CH:29][CH:28]=1, predict the reaction product. The product is: [CH:1]1([NH:6][C:7]([C:9]2([CH2:22][CH2:23][CH2:24][CH2:25][N:39]3[CH2:40][CH2:41][N:36]([C:34](=[O:35])[CH2:33][C:27]4[CH:28]=[CH:29][CH:30]=[CH:31][CH:32]=4)[CH2:37][CH2:38]3)[C:21]3[CH:20]=[CH:19][CH:18]=[CH:17][C:16]=3[C:15]3[C:10]2=[CH:11][CH:12]=[CH:13][CH:14]=3)=[O:8])[CH2:5][CH2:4][CH2:3][CH2:2]1. (4) Given the reactants [CH3:1][N:2]1[C:6]([C:7]2[CH:19]=[N:18][C:17]3[C:16]4[CH:15]=[C:14](CC(OC)=O)[CH:13]=[CH:12][C:11]=4[NH:10][C:9]=3[CH:8]=2)=[C:5]([CH3:25])[N:4]=[N:3]1.BrC1C=NC2C3C=CC([CH2:40][C:41]([O:43][CH2:44][CH3:45])=[O:42])=CC=3NC=2C=1.CN1C([Sn](CCCC)(CCCC)CCCC)=C(C)N=N1, predict the reaction product. The product is: [CH3:1][N:2]1[C:6]([C:7]2[CH:19]=[N:18][C:17]3[C:16]4[CH:15]=[CH:14][C:13]([CH2:40][C:41]([O:43][CH2:44][CH3:45])=[O:42])=[CH:12][C:11]=4[NH:10][C:9]=3[CH:8]=2)=[C:5]([CH3:25])[N:4]=[N:3]1. (5) Given the reactants [NH2:1][C:2]1[N:6]([CH3:7])[C:5](=[O:8])[C:4]([C:17]2[CH:22]=[CH:21][C:20]([O:23][CH:24]([F:26])[F:25])=[C:19]([Cl:27])[CH:18]=2)([C:9]2[CH:14]=[CH:13][C:12]([F:15])=[C:11]([OH:16])[CH:10]=2)[N:3]=1.[CH2:28](I)[CH2:29][CH3:30].C([O-])([O-])=O.[Cs+].[Cs+], predict the reaction product. The product is: [NH2:1][C:2]1[N:6]([CH3:7])[C:5](=[O:8])[C:4]([C:17]2[CH:22]=[CH:21][C:20]([O:23][CH:24]([F:25])[F:26])=[C:19]([Cl:27])[CH:18]=2)([C:9]2[CH:14]=[CH:13][C:12]([F:15])=[C:11]([O:16][CH2:28][CH2:29][CH3:30])[CH:10]=2)[N:3]=1. (6) Given the reactants Cl.[CH:2]1([N:5]2[CH2:10][C:9]3([CH2:15][CH2:14][NH:13][CH2:12][CH2:11]3)[O:8][CH2:7][C:6]2=[O:16])[CH2:4][CH2:3]1.[Br:17][C:18]1[CH:23]=[CH:22][C:21]([S:24](Cl)(=[O:26])=[O:25])=[CH:20][C:19]=1[O:28][CH3:29], predict the reaction product. The product is: [Br:17][C:18]1[CH:23]=[CH:22][C:21]([S:24]([N:13]2[CH2:12][CH2:11][C:9]3([O:8][CH2:7][C:6](=[O:16])[N:5]([CH:2]4[CH2:4][CH2:3]4)[CH2:10]3)[CH2:15][CH2:14]2)(=[O:26])=[O:25])=[CH:20][C:19]=1[O:28][CH3:29]. (7) Given the reactants Br[C:2]1[CH:7]=[CH:6][C:5]([S:8]([CH3:11])(=[O:10])=[O:9])=[CH:4][N:3]=1.[C:12]([N:19]1[CH2:24][CH2:23][NH:22][CH2:21][CH2:20]1)([O:14][C:15]([CH3:18])([CH3:17])[CH3:16])=[O:13], predict the reaction product. The product is: [C:15]([O:14][C:12]([N:19]1[CH2:24][CH2:23][N:22]([C:2]2[CH:7]=[CH:6][C:5]([S:8]([CH3:11])(=[O:10])=[O:9])=[CH:4][N:3]=2)[CH2:21][CH2:20]1)=[O:13])([CH3:18])([CH3:16])[CH3:17]. (8) Given the reactants [CH2:1]([O:3][C:4](=[O:16])[CH2:5][N:6]1[CH:10]=[C:9]([S:11][CH2:12][C:13](=O)[CH3:14])[CH:8]=[N:7]1)[CH3:2].Cl.[Cl:18][C:19]1[C:20]([F:27])=[C:21]([NH:25]N)[CH:22]=[CH:23][CH:24]=1, predict the reaction product. The product is: [CH2:1]([O:3][C:4](=[O:16])[CH2:5][N:6]1[CH:10]=[C:9]([S:11][C:12]2[C:22]3[C:21](=[C:20]([F:27])[C:19]([Cl:18])=[CH:24][CH:23]=3)[NH:25][C:13]=2[CH3:14])[CH:8]=[N:7]1)[CH3:2].